Dataset: Full USPTO retrosynthesis dataset with 1.9M reactions from patents (1976-2016). Task: Predict the reactants needed to synthesize the given product. Given the product [CH3:15][C:14]([CH3:17])([CH3:16])[CH2:13][NH:12][C:10]([C:8]1[CH:9]=[C:4]([C:2]([NH2:1])=[O:3])[C:5]([C:18]2[C:23]([CH3:24])=[C:22]([F:25])[CH:21]=[C:20]([C:26]([NH:60][CH2:61][CH2:62][CH2:63][OH:64])=[O:27])[CH:19]=2)=[CH:6][CH:7]=1)=[O:11], predict the reactants needed to synthesize it. The reactants are: [NH2:1][C:2]([C:4]1[CH:9]=[C:8]([C:10]([NH:12][CH2:13][C:14]([CH3:17])([CH3:16])[CH3:15])=[O:11])[CH:7]=[CH:6][C:5]=1[C:18]1[C:23]([CH3:24])=[C:22]([F:25])[CH:21]=[C:20]([C:26](O)=[O:27])[CH:19]=1)=[O:3].CN(C(ON1N=NC2C=CC=CC1=2)=[N+](C)C)C.F[P-](F)(F)(F)(F)F.CCN(CC)CC.[NH2:60][CH2:61][CH2:62][CH2:63][OH:64].